Predict the product of the given reaction. From a dataset of Forward reaction prediction with 1.9M reactions from USPTO patents (1976-2016). The product is: [Cl:30][C:27]1[CH:28]=[CH:29][C:24]([NH:23][C:21](=[O:22])[C:20]([NH:19][C@H:9]2[CH2:10][CH2:11][C@H:12]([C:14](=[O:15])[N:16]([CH3:17])[CH3:18])[CH2:13][C@H:8]2[NH:7][C:6]([C:47]2[S:48][C:42]3[CH2:41][N:40]([CH3:39])[CH2:45][CH2:44][C:43]=3[N:46]=2)=[O:5])=[O:31])=[N:25][CH:26]=1. Given the reactants C([O:5][C:6](=O)[NH:7][C@@H:8]1[CH2:13][C@@H:12]([C:14]([N:16]([CH3:18])[CH3:17])=[O:15])[CH2:11][CH2:10][C@@H:9]1[NH:19][C:20](=[O:31])[C:21]([NH:23][C:24]1[CH:29]=[CH:28][C:27]([Cl:30])=[CH:26][N:25]=1)=[O:22])(C)(C)C.CS(O)(=O)=O.Cl.[CH3:39][N:40]1[CH2:45][CH2:44][C:43]2[N:46]=[C:47](C(O)=O)[S:48][C:42]=2[CH2:41]1.ON1C2C=CC=CC=2N=N1.Cl.C(N=C=NCCCN(C)C)C, predict the reaction product.